From a dataset of Forward reaction prediction with 1.9M reactions from USPTO patents (1976-2016). Predict the product of the given reaction. The product is: [CH3:31][C:27]1[N:28]=[C:29]([CH3:30])[N:10]2[C:11]=1[C:12]([NH:14][C:15]1[CH:20]=[C:19]([O:21][CH3:22])[C:18]([O:23][CH3:24])=[C:17]([O:25][CH3:26])[CH:16]=1)=[N:13][C:8]([C:5]1[CH:4]=[CH:3][C:2]([NH:1][C:33](=[O:34])[CH2:32][OH:35])=[CH:7][CH:6]=1)=[N:9]2. Given the reactants [NH2:1][C:2]1[CH:7]=[CH:6][C:5]([C:8]2[N:13]=[C:12]([NH:14][C:15]3[CH:20]=[C:19]([O:21][CH3:22])[C:18]([O:23][CH3:24])=[C:17]([O:25][CH3:26])[CH:16]=3)[C:11]3=[C:27]([CH3:31])[N:28]=[C:29]([CH3:30])[N:10]3[N:9]=2)=[CH:4][CH:3]=1.[C:32](O)(=[O:35])[CH2:33][OH:34].CN(C(ON1N=NC2C=CC=NC1=2)=[N+](C)C)C.F[P-](F)(F)(F)(F)F.C(Cl)CCl, predict the reaction product.